Task: Predict the reactants needed to synthesize the given product.. Dataset: Full USPTO retrosynthesis dataset with 1.9M reactions from patents (1976-2016) (1) Given the product [CH3:14][O:13][C:11]([C:5]1[C:26]2[N:23]([CH3:22])[N:8]=[N:9][C:10]=2[C:2]([CH3:1])=[CH:3][CH:4]=1)=[O:12].[CH3:14][O:13][C:11]([C:5]1[C:6]2=[N:7][N:23]([CH3:26])[N:9]=[C:10]2[C:2]([CH3:1])=[CH:3][CH:4]=1)=[O:12], predict the reactants needed to synthesize it. The reactants are: [CH3:1][C:2]1[C:10]2[N:9]=[N:8][NH:7][C:6]=2[C:5]([C:11]([OH:13])=[O:12])=[CH:4][CH:3]=1.[C:14](=O)([O-])[O-].[Cs+].[Cs+].CI.[CH3:22][N:23]([CH3:26])C=O. (2) Given the product [CH3:1][O:2][C:3]1[N:7]([C:8]2[CH:13]=[CH:12][C:11]([C:14](=[O:21])[NH:15][CH2:16][CH2:17][CH2:18][O:19][CH3:20])=[CH:10][N:9]=2)[N:6]=[CH:5][C:4]=1[C:22]([OH:24])=[O:23], predict the reactants needed to synthesize it. The reactants are: [CH3:1][O:2][C:3]1[N:7]([C:8]2[CH:13]=[CH:12][C:11]([C:14](=[O:21])[NH:15][CH2:16][CH2:17][CH2:18][O:19][CH3:20])=[CH:10][N:9]=2)[N:6]=[CH:5][C:4]=1[C:22]([O:24]CC)=[O:23].[OH-].[Li+].Cl. (3) Given the product [CH2:1]([C@H:8]1[CH2:12][O:11][C:10](=[O:13])[N:9]1[C:14](=[O:33])[CH2:15][CH2:16][CH2:17][CH2:18][CH2:19][CH2:20][CH2:21][CH2:22][CH2:23][CH3:24])[C:2]1[CH:3]=[CH:4][CH:5]=[CH:6][CH:7]=1, predict the reactants needed to synthesize it. The reactants are: [CH2:1]([C@H:8]1[CH2:12][O:11][C:10](=[O:13])[N:9]1[C:14](=[O:33])[C@@H:15](CC(OC(C)(C)C)=O)[CH2:16][CH2:17][CH2:18][CH2:19][CH2:20][CH2:21][CH2:22][CH2:23][CH3:24])[C:2]1[CH:7]=[CH:6][CH:5]=[CH:4][CH:3]=1.C(NC(C)C)(C)C.C([Li])CCC.BrCC(OC(C)(C)C)=O.Cl. (4) Given the product [CH3:36][C:31]1([CH3:37])[C:32]([CH3:35])([CH3:34])[O:33][B:29]([C:2]2[CH:7]=[CH:6][C:5]([CH2:8][O:9][C:10]3[C:15]([CH3:16])=[CH:14][CH:13]=[CH:12][C:11]=3[N:17]3[C:21](=[O:22])[N:20]([CH3:23])[N:19]=[N:18]3)=[CH:4][CH:3]=2)[O:30]1, predict the reactants needed to synthesize it. The reactants are: Br[C:2]1[CH:7]=[CH:6][C:5]([CH2:8][O:9][C:10]2[C:15]([CH3:16])=[CH:14][CH:13]=[CH:12][C:11]=2[N:17]2[C:21](=[O:22])[N:20]([CH3:23])[N:19]=[N:18]2)=[CH:4][CH:3]=1.C([O-])(=O)C.[K+].[B:29]1([B:29]2[O:33][C:32]([CH3:35])([CH3:34])[C:31]([CH3:37])([CH3:36])[O:30]2)[O:33][C:32]([CH3:35])([CH3:34])[C:31]([CH3:37])([CH3:36])[O:30]1.